Dataset: Reaction yield outcomes from USPTO patents with 853,638 reactions. Task: Predict the reaction yield, written as a fraction of the theoretical maximum amount of product (1.0 means a 100% yield; for example, 0.34 means a 34% yield). The reactants are [Br:1][C:2]([Br:11])=[CH:3][C:4]1[CH:9]=[CH:8][CH:7]=[CH:6][C:5]=1[NH2:10].[C:19](O)(=O)[CH2:20][CH2:21][CH2:22][CH2:23][CH2:24][CH2:25][CH2:19][CH2:20][CH2:21][CH2:22][CH2:23][CH2:24][CH3:25].N1C(C)=CC=CC=1C. The catalyst is C1(C)C=CC=CC=1.[Cu].CC([O-])=O.CC([O-])=O.[Cu+2]. The product is [Br:1][C:2]([Br:11])=[CH:3][C:4]1[CH:9]=[CH:8][CH:7]=[CH:6][C:5]=1[NH:10][C:25]1[CH:24]=[CH:23][CH:22]=[CH:21][C:20]=1[CH3:19]. The yield is 0.690.